This data is from NCI-60 drug combinations with 297,098 pairs across 59 cell lines. The task is: Regression. Given two drug SMILES strings and cell line genomic features, predict the synergy score measuring deviation from expected non-interaction effect. (1) Drug 1: COC1=CC(=CC(=C1O)OC)C2C3C(COC3=O)C(C4=CC5=C(C=C24)OCO5)OC6C(C(C7C(O6)COC(O7)C8=CC=CS8)O)O. Drug 2: C(=O)(N)NO. Cell line: MDA-MB-435. Synergy scores: CSS=7.79, Synergy_ZIP=2.21, Synergy_Bliss=6.12, Synergy_Loewe=-16.2, Synergy_HSA=0.440. (2) Drug 1: C1C(C(OC1N2C=NC3=C(N=C(N=C32)Cl)N)CO)O. Drug 2: CC1=C(C(=O)C2=C(C1=O)N3CC4C(C3(C2COC(=O)N)OC)N4)N. Cell line: U251. Synergy scores: CSS=50.2, Synergy_ZIP=-5.61, Synergy_Bliss=-5.59, Synergy_Loewe=0.354, Synergy_HSA=1.71.